This data is from Forward reaction prediction with 1.9M reactions from USPTO patents (1976-2016). The task is: Predict the product of the given reaction. Given the reactants [CH:1]([C:3]1[CH:10]=[CH:9][C:6]([C:7]#[N:8])=[CH:5][CH:4]=1)=O.Cl.[NH2:12][OH:13].C([O-])(=O)C.[Na+], predict the reaction product. The product is: [OH:13][N:12]=[CH:1][C:3]1[CH:10]=[CH:9][C:6]([C:7]#[N:8])=[CH:5][CH:4]=1.